Task: Predict which catalyst facilitates the given reaction.. Dataset: Catalyst prediction with 721,799 reactions and 888 catalyst types from USPTO (1) Reactant: CO[C:3]([O:20]C)([C:14]1[CH:19]=[CH:18][CH:17]=[CH:16][CH:15]=1)[CH2:4][C:5]1[CH:13]=[CH:12][C:8]([C:9]([OH:11])=O)=[CH:7][CH:6]=1.C(N1C=CN=C1)(N1C=CN=C1)=O.O[NH:35][C:36](=[NH:38])[CH3:37]. Product: [CH3:37][C:36]1[N:38]=[C:9]([C:8]2[CH:7]=[CH:6][C:5]([CH2:4][C:3]([C:14]3[CH:15]=[CH:16][CH:17]=[CH:18][CH:19]=3)=[O:20])=[CH:13][CH:12]=2)[O:11][N:35]=1. The catalyst class is: 18. (2) Reactant: [Cl:1][C:2]1[CH:3]=[CH:4][C:5]([C:8]([OH:10])=O)=[N:6][CH:7]=1.C(N(C(C)C)CC)(C)C.F[P-](F)(F)(F)(F)F.N1(OC(N(C)C)=[N+](C)C)C2N=CC=CC=2N=N1.[NH2:44][C:45]1[CH:46]=[CH:47][C:48]([F:60])=[C:49]([C:51]23[CH2:58][CH:57]2[CH2:56][O:55][CH2:54][C:53](=[S:59])[NH:52]3)[CH:50]=1. Product: [F:60][C:48]1[CH:47]=[CH:46][C:45]([NH:44][C:8]([C:5]2[CH:4]=[CH:3][C:2]([Cl:1])=[CH:7][N:6]=2)=[O:10])=[CH:50][C:49]=1[C:51]12[CH2:58][CH:57]1[CH2:56][O:55][CH2:54][C:53](=[S:59])[NH:52]2. The catalyst class is: 4.